Dataset: Catalyst prediction with 721,799 reactions and 888 catalyst types from USPTO. Task: Predict which catalyst facilitates the given reaction. (1) The catalyst class is: 3. Product: [F:1][C:2]1[CH:10]=[CH:9][C:8]([S:11](=[O:14])(=[O:13])[NH2:12])=[CH:7][C:3]=1[C:4]([O:6][CH3:17])=[O:5]. Reactant: [F:1][C:2]1[CH:10]=[CH:9][C:8]([S:11](=[O:14])(=[O:13])[NH2:12])=[CH:7][C:3]=1[C:4]([OH:6])=[O:5].IC.[C:17](=O)([O-])[O-].[K+].[K+]. (2) Reactant: [Br:1][C:2]1[CH:10]=[CH:9][C:5]([C:6]([OH:8])=O)=[C:4]([CH3:11])[CH:3]=1.F[P-](F)(F)(F)(F)F.CN(C(N(C)C)=[N+]1C2C(=NC=CC=2)[N+]([O-])=N1)C.CN(C(ON1N=NC2C=CC=NC1=2)=[N+](C)C)C.F[P-](F)(F)(F)(F)F.CCN(C(C)C)C(C)C.[NH:69]1[CH2:74][CH2:73][S:72](=[O:76])(=[O:75])[CH2:71][CH2:70]1. Product: [Br:1][C:2]1[CH:10]=[CH:9][C:5]([C:6]([N:69]2[CH2:74][CH2:73][S:72](=[O:76])(=[O:75])[CH2:71][CH2:70]2)=[O:8])=[C:4]([CH3:11])[CH:3]=1. The catalyst class is: 3. (3) Reactant: COC1C=CC([O:7][C:8]2[CH:9]=[C:10]([C:14]3[N:19]4[N:20]=[C:21]([NH:23][C:24]5[CH:29]=[CH:28][C:27]([O:30][CH2:31][CH2:32][N:33]6[CH2:37][CH2:36][CH2:35][CH2:34]6)=[CH:26][CH:25]=5)[N:22]=[C:18]4[CH:17]=[CH:16][CH:15]=3)[CH:11]=[CH:12][CH:13]=2)=CC=1.FC(F)(F)C(O)=O.C(=O)([O-])O.[Na+]. Product: [N:33]1([CH2:32][CH2:31][O:30][C:27]2[CH:28]=[CH:29][C:24]([NH:23][C:21]3[N:22]=[C:18]4[CH:17]=[CH:16][CH:15]=[C:14]([C:10]5[CH:9]=[C:8]([OH:7])[CH:13]=[CH:12][CH:11]=5)[N:19]4[N:20]=3)=[CH:25][CH:26]=2)[CH2:34][CH2:35][CH2:36][CH2:37]1. The catalyst class is: 4. (4) Reactant: C[O:2][C:3]([C:5]1[C:6]2[CH:7]=[CH:8][N:9]([CH:16]([CH3:18])[CH3:17])[C:10]=2[CH:11]=[C:12]([O:14][CH3:15])[CH:13]=1)=[O:4].O[Li].O. Product: [CH:16]([N:9]1[C:10]2[CH:11]=[C:12]([O:14][CH3:15])[CH:13]=[C:5]([C:3]([OH:4])=[O:2])[C:6]=2[CH:7]=[CH:8]1)([CH3:18])[CH3:17]. The catalyst class is: 20. (5) Reactant: N1C(Cl)=NC(Cl)=NC=1Cl.[N:10]1[CH:15]=[CH:14][CH:13]=[CH:12][C:11]=1[CH2:16][O:17][C:18]1[CH:23]=[CH:22][C:21]([C:24]2([C:31]3[CH:39]=[CH:38][C:34]([C:35]([NH2:37])=O)=[CH:33][CH:32]=3)[CH2:29][CH:28]3[CH2:30][CH:25]2[CH2:26][CH2:27]3)=[CH:20][CH:19]=1. Product: [N:10]1[CH:15]=[CH:14][CH:13]=[CH:12][C:11]=1[CH2:16][O:17][C:18]1[CH:19]=[CH:20][C:21]([C:24]2([C:31]3[CH:39]=[CH:38][C:34]([C:35]#[N:37])=[CH:33][CH:32]=3)[CH2:29][CH:28]3[CH2:30][CH:25]2[CH2:26][CH2:27]3)=[CH:22][CH:23]=1. The catalyst class is: 3. (6) Reactant: [NH2:1][C:2]1[CH:3]=[C:4]([CH:10]=[CH:11][CH:12]=1)[C:5]([O:7][CH2:8][CH3:9])=[O:6].[C:13]1([S:19](Cl)(=[O:21])=[O:20])[CH:18]=[CH:17][CH:16]=[CH:15][CH:14]=1. Product: [C:13]1([S:19]([NH:1][C:2]2[CH:3]=[C:4]([CH:10]=[CH:11][CH:12]=2)[C:5]([O:7][CH2:8][CH3:9])=[O:6])(=[O:21])=[O:20])[CH:18]=[CH:17][CH:16]=[CH:15][CH:14]=1. The catalyst class is: 1.